From a dataset of Serine/threonine kinase 33 screen with 319,792 compounds. Binary Classification. Given a drug SMILES string, predict its activity (active/inactive) in a high-throughput screening assay against a specified biological target. The drug is S(c1n(nnn1)CCCC)CC(=O)Nc1cc2OCCOc2cc1. The result is 0 (inactive).